Dataset: Reaction yield outcomes from USPTO patents with 853,638 reactions. Task: Predict the reaction yield, written as a fraction of the theoretical maximum amount of product (1.0 means a 100% yield; for example, 0.34 means a 34% yield). (1) The reactants are [CH2:1]([OH:13])[CH2:2][CH2:3][CH2:4][CH2:5][CH2:6][CH2:7][CH2:8][CH2:9][CH2:10][CH2:11][CH3:12].[C:14](OCC)(=[O:18])[CH:15]([CH3:17])[OH:16]. No catalyst specified. The product is [C:14]([O:13][CH2:1][CH2:2][CH2:3][CH2:4][CH2:5][CH2:6][CH2:7][CH2:8][CH2:9][CH2:10][CH2:11][CH3:12])(=[O:18])[CH:15]([CH3:17])[OH:16]. The yield is 0.830. (2) The reactants are [F:1][C:2]1[CH:3]=[C:4]2[C:8](=[CH:9][CH:10]=1)[N:7]([CH2:11][C:12]1[CH:17]=[CH:16][C:15]([O:18][CH3:19])=[CH:14][CH:13]=1)[C:6](=[O:20])[C:5]2=O. The yield is 0.900. The product is [F:1][C:2]1[CH:3]=[C:4]2[C:8](=[CH:9][CH:10]=1)[N:7]([CH2:11][C:12]1[CH:17]=[CH:16][C:15]([O:18][CH3:19])=[CH:14][CH:13]=1)[C:6](=[O:20])[CH2:5]2. The catalyst is O.NN.C(O)C.O.